This data is from Forward reaction prediction with 1.9M reactions from USPTO patents (1976-2016). The task is: Predict the product of the given reaction. The product is: [Cl:1][C:2]1[N:3]=[C:4]([NH:19][NH:20][C:28](=[O:29])[C@H:27]([CH2:26][CH:21]2[CH2:22][CH2:23][CH2:24][CH2:25]2)[CH2:31][N:32]([O:33][CH2:34][C:35]2[CH:36]=[CH:37][CH:38]=[CH:39][CH:40]=2)[CH:41]=[O:42])[C:5]([F:18])=[C:6]([N:8]2[CH2:9][CH:10]([N:15]([CH3:16])[CH3:17])[C:11]([CH3:14])([CH3:13])[CH2:12]2)[N:7]=1. Given the reactants [Cl:1][C:2]1[N:7]=[C:6]([N:8]2[CH2:12][C:11]([CH3:14])([CH3:13])[CH:10]([N:15]([CH3:17])[CH3:16])[CH2:9]2)[C:5]([F:18])=[C:4]([NH:19][NH2:20])[N:3]=1.[CH:21]1([CH2:26][C@H:27]([CH2:31][N:32]([CH:41]=[O:42])[O:33][CH2:34][C:35]2[CH:40]=[CH:39][CH:38]=[CH:37][CH:36]=2)[C:28](O)=[O:29])[CH2:25][CH2:24][CH2:23][CH2:22]1.CN1CCOCC1.ON1C2N=CC=CC=2N=N1.C(Cl)CCl, predict the reaction product.